From a dataset of Peptide-MHC class II binding affinity with 134,281 pairs from IEDB. Regression. Given a peptide amino acid sequence and an MHC pseudo amino acid sequence, predict their binding affinity value. This is MHC class II binding data. The peptide sequence is ALASPGSCLEEFRASPFLEC. The MHC is DRB5_0101 with pseudo-sequence DRB5_0101. The binding affinity (normalized) is 0.